This data is from Full USPTO retrosynthesis dataset with 1.9M reactions from patents (1976-2016). The task is: Predict the reactants needed to synthesize the given product. (1) Given the product [CH3:1][C:2]1([CH3:5])[CH2:3][O:4][CH:8]([CH2:10][OH:9])[CH2:7][O:6]1, predict the reactants needed to synthesize it. The reactants are: [CH3:1][C:2]([O:6][CH2:7][CH:8]1[CH2:10][O:9]1)([CH3:5])[CH2:3][OH:4].C12(CS(O)(=O)=O)C(C)(C)C(CC1)CC2=O.C(=O)([O-])O.[Na+]. (2) Given the product [CH2:16]([O:15][CH:13]1[CH2:14][CH:11]([C:9]2[NH:8][C:3]3[CH:4]=[CH:5][CH:6]=[CH:7][C:2]=3[N:1]=2)[CH2:12]1)[C:17]1[CH:22]=[CH:21][CH:20]=[CH:19][CH:18]=1, predict the reactants needed to synthesize it. The reactants are: [NH2:1][C:2]1[CH:7]=[CH:6][CH:5]=[CH:4][C:3]=1[NH:8][C:9]([CH:11]1[CH2:14][CH:13]([O:15][CH2:16][C:17]2[CH:22]=[CH:21][CH:20]=[CH:19][CH:18]=2)[CH2:12]1)=O.